Dataset: Forward reaction prediction with 1.9M reactions from USPTO patents (1976-2016). Task: Predict the product of the given reaction. (1) Given the reactants [CH:1]1([C@@H:7]([NH:9][C:10]([C:12]2[C:21]3[C:16](=[CH:17][CH:18]=[CH:19][CH:20]=3)[N:15]=[C:14]([C:22]3[S:23][CH:24]=[CH:25][CH:26]=3)[C:13]=2[CH2:27][N:28]2[CH2:33][CH2:32][NH:31][CH2:30][CH2:29]2)=[O:11])[CH3:8])[CH2:6][CH2:5][CH2:4][CH2:3][CH2:2]1.[OH:34][C:35]([CH3:40])([CH3:39])[C:36](O)=[O:37], predict the reaction product. The product is: [CH:1]1([C@@H:7]([NH:9][C:10]([C:12]2[C:21]3[C:16](=[CH:17][CH:18]=[CH:19][CH:20]=3)[N:15]=[C:14]([C:22]3[S:23][CH:24]=[CH:25][CH:26]=3)[C:13]=2[CH2:27][N:28]2[CH2:29][CH2:30][N:31]([C:36](=[O:37])[C:35]([OH:34])([CH3:40])[CH3:39])[CH2:32][CH2:33]2)=[O:11])[CH3:8])[CH2:6][CH2:5][CH2:4][CH2:3][CH2:2]1. (2) The product is: [CH3:9][C:7]([O:10][C:11]([NH:13][C@@H:14]1[C@@H:19]([O:20][S:2]([CH3:1])(=[O:4])=[O:3])[CH2:18][CH2:17][O:16][CH2:15]1)=[O:12])([CH3:6])[CH3:8]. Given the reactants [CH3:1][S:2](Cl)(=[O:4])=[O:3].[CH3:6][C:7]([O:10][C:11]([NH:13][C@@H:14]1[C@@H:19]([OH:20])[CH2:18][CH2:17][O:16][CH2:15]1)=[O:12])([CH3:9])[CH3:8].C(N(CC)CC)C, predict the reaction product. (3) Given the reactants Cl[CH2:2][C:3]([N:5]1[CH2:10][C@H:9]([CH3:11])[N:8]([CH2:12][C:13]2[CH:18]=[CH:17][C:16]([F:19])=[CH:15][CH:14]=2)[CH2:7][C@H:6]1[CH3:20])=[O:4].[Cl:21][C:22]1[CH:23]=[CH:24][C:25]([OH:33])=[C:26]([CH2:28][S:29]([NH2:32])(=[O:31])=[O:30])[CH:27]=1.C(=O)([O-])[O-].[K+].[K+].[I-].[K+], predict the reaction product. The product is: [Cl:21][C:22]1[CH:23]=[CH:24][C:25]([O:33][CH2:2][C:3]([N:5]2[CH2:10][C@H:9]([CH3:11])[N:8]([CH2:12][C:13]3[CH:18]=[CH:17][C:16]([F:19])=[CH:15][CH:14]=3)[CH2:7][C@H:6]2[CH3:20])=[O:4])=[C:26]([CH2:28][S:29]([NH2:32])(=[O:31])=[O:30])[CH:27]=1. (4) Given the reactants C[Si]([N-][Si](C)(C)C)(C)C.[Li+].[CH3:11][C:12]([C:14]1[C:19]([Cl:20])=[CH:18][CH:17]=[CH:16][C:15]=1[Cl:21])=[O:13].[N+:22]([C:25]1[CH:26]=[C:27]([CH:32]=[CH:33][CH:34]=1)[C:28]([C:30]#[N:31])=[O:29])([O-:24])=[O:23], predict the reaction product. The product is: [N+:22]([C:25]1[CH:26]=[C:27]([CH:32]=[CH:33][CH:34]=1)[C:28]([C:30]#[N:31])=[O:29])([O-:24])=[O:23].[Cl:21][C:15]1[CH:16]=[CH:17][CH:18]=[C:19]([Cl:20])[C:14]=1[C:12](=[O:13])[CH2:11][C:28]([C:27]1[CH:32]=[CH:33][CH:34]=[C:25]([N+:22]([O-:24])=[O:23])[CH:26]=1)=[O:29]. (5) Given the reactants Cl.Cl[C:3]1[CH:8]=[CH:7][N:6]=[CH:5][CH:4]=1.[H-].[Na+].[O:11]=[C:12]1[CH2:29][CH2:28][C:15]2([CH2:20][CH2:19][N:18]([C:21]([O:23][C:24]([CH3:27])([CH3:26])[CH3:25])=[O:22])[CH2:17][CH2:16]2)[CH2:14][CH2:13]1.[I-].[Na+].C([O-])(O)=O.[Na+], predict the reaction product. The product is: [N:6]1[CH:7]=[CH:8][C:3]([O:11][CH:12]2[CH2:13][CH2:14][C:15]3([CH2:20][CH2:19][N:18]([C:21]([O:23][C:24]([CH3:25])([CH3:26])[CH3:27])=[O:22])[CH2:17][CH2:16]3)[CH2:28][CH2:29]2)=[CH:4][CH:5]=1. (6) Given the reactants [OH-].[Na+:2].[CH:3]1[C:8]([C:9]([OH:11])=[O:10])=[CH:7][CH:6]=[C:5]([I:12])[CH:4]=1, predict the reaction product. The product is: [I:12][C:5]1[CH:6]=[CH:7][C:8]([C:9]([O-:11])=[O:10])=[CH:3][CH:4]=1.[Na+:2].